From a dataset of Full USPTO retrosynthesis dataset with 1.9M reactions from patents (1976-2016). Predict the reactants needed to synthesize the given product. (1) Given the product [F:1][C:2]1[CH:7]=[CH:6][CH:5]=[CH:4][C:3]=1[N:8]([CH3:14])[C:9](=[O:13])[C@H:10]([O:16][C:15]1[CH:22]=[CH:21][C:19]([OH:20])=[CH:18][CH:17]=1)[CH3:11], predict the reactants needed to synthesize it. The reactants are: [F:1][C:2]1[CH:7]=[CH:6][CH:5]=[CH:4][C:3]=1[N:8]([CH3:14])[C:9](=[O:13])[C@@H:10](Br)[CH3:11].[C:15]1([CH:22]=[CH:21][C:19]([OH:20])=[CH:18][CH:17]=1)[OH:16].C(=O)([O-])[O-].[K+].[K+]. (2) Given the product [Br:1][C:2]1[CH:3]=[C:4]2[C:10]([C:28]3[CH:29]=[CH:30][C:25]([C:23]([NH2:22])=[O:24])=[CH:26][CH:27]=3)=[CH:9][N:8]([S:12]([C:15]3[CH:20]=[CH:19][C:18]([CH3:21])=[CH:17][CH:16]=3)(=[O:14])=[O:13])[C:5]2=[N:6][CH:7]=1, predict the reactants needed to synthesize it. The reactants are: [Br:1][C:2]1[CH:3]=[C:4]2[C:10](I)=[CH:9][N:8]([S:12]([C:15]3[CH:20]=[CH:19][C:18]([CH3:21])=[CH:17][CH:16]=3)(=[O:14])=[O:13])[C:5]2=[N:6][CH:7]=1.[NH2:22][C:23]([C:25]1[CH:30]=[CH:29][C:28](B(O)O)=[CH:27][CH:26]=1)=[O:24].C([O-])([O-])=O.[Na+].[Na+].O. (3) Given the product [Br:12][C:8]1[CH:7]=[C:6]([CH:4]([OH:5])[CH2:3][CH2:2][NH:1][C:15](=[O:16])[C:14]([F:21])([F:20])[F:13])[CH:11]=[CH:10][CH:9]=1, predict the reactants needed to synthesize it. The reactants are: [NH2:1][CH2:2][CH2:3][CH:4]([C:6]1[CH:11]=[CH:10][CH:9]=[C:8]([Br:12])[CH:7]=1)[OH:5].[F:13][C:14]([F:21])([F:20])[C:15](OCC)=[O:16]. (4) Given the product [CH3:41][C:37]1([CH3:42])[O:38][C:39](=[O:40])[CH:34]([CH:33]([C:44]2[C:52]3[C:47](=[C:48]([CH2:54][S:55][CH3:56])[C:49]([F:53])=[CH:50][CH:51]=3)[NH:46][CH:45]=2)[C:30]2[CH:31]=[CH:32][C:27]([C:15]([F:25])([F:24])[F:14])=[CH:28][CH:29]=2)[C:35](=[O:43])[O:36]1, predict the reactants needed to synthesize it. The reactants are: FC1C(CSC)=C2C(C=CN2)=CC=1.[F:14][C:15]([F:25])([F:24])C1C=CC(C=O)=CC=1.Cl[C:27]1[CH:32]=[CH:31][C:30]([CH:33]([C:44]2[C:52]3[C:47](=[C:48]([CH2:54][S:55][CH3:56])[C:49]([F:53])=[CH:50][CH:51]=3)[NH:46][CH:45]=2)[CH:34]2[C:39](=[O:40])[O:38][C:37]([CH3:42])([CH3:41])[O:36][C:35]2=[O:43])=[CH:29][CH:28]=1. (5) Given the product [Cl:18][C:17]1[CH:16]=[CH:15][N:14]=[CH:13][C:12]=1[C:7]1[C:6]([C:4]([OH:5])=[O:3])=[C:10]([CH3:11])[O:9][N:8]=1, predict the reactants needed to synthesize it. The reactants are: C([O:3][C:4]([C:6]1[C:7]([C:12]2[CH:13]=[N:14][CH:15]=[CH:16][C:17]=2[Cl:18])=[N:8][O:9][C:10]=1[CH3:11])=[O:5])C.[OH-].[Na+].C(O)C.Cl. (6) Given the product [C:1]([O:4][CH2:5][CH2:6][C:7]1[CH:8]=[CH:9][C:10]([N:13]2[C:17]3[CH:18]=[C:19]([Cl:26])[C:20]([C:22]([F:24])([F:25])[F:23])=[CH:21][C:16]=3[N:15]=[C:14]2[C:27]([NH2:30])([CH3:29])[CH3:28])=[CH:11][CH:12]=1)(=[O:3])[CH3:2], predict the reactants needed to synthesize it. The reactants are: [C:1]([O:4][CH2:5][CH2:6][C:7]1[CH:12]=[CH:11][C:10]([N:13]2[C:17]3[CH:18]=[C:19]([Cl:26])[C:20]([C:22]([F:25])([F:24])[F:23])=[CH:21][C:16]=3[N:15]=[C:14]2[C:27]([N:30]=[N+]=[N-])([CH3:29])[CH3:28])=[CH:9][CH:8]=1)(=[O:3])[CH3:2]. (7) Given the product [NH:1]1[C:2]2[CH2:7][CH2:6][CH2:5][C:4](=[O:8])[C:3]=2[CH:2]=[CH:3][C:4]1=[O:8], predict the reactants needed to synthesize it. The reactants are: [NH2:1][C:2]1[CH2:7][CH2:6][CH2:5][C:4](=[O:8])[CH:3]=1. (8) The reactants are: [Cl:1][C:2]1[C:10]([F:11])=[CH:9][CH:8]=[CH:7][C:3]=1[C:4]([OH:6])=O.[CH3:12][C:13]1[N:18]=[CH:17][C:16]([CH:19]([C:22]2[CH:27]=[CH:26][N:25]=[CH:24][CH:23]=2)[CH2:20][NH2:21])=[CH:15][N:14]=1. Given the product [Cl:1][C:2]1[C:10]([F:11])=[CH:9][CH:8]=[CH:7][C:3]=1[C:4]([NH:21][CH2:20][CH:19]([C:16]1[CH:17]=[N:18][C:13]([CH3:12])=[N:14][CH:15]=1)[C:22]1[CH:23]=[CH:24][N:25]=[CH:26][CH:27]=1)=[O:6], predict the reactants needed to synthesize it. (9) Given the product [C:1]([O:5][C:6]([N:8]1[CH2:9][CH2:10][CH:11]([CH2:14][CH2:15][CH2:16][CH2:17][N:42]2[C:38](=[O:48])[C:39]3[C:40](=[CH:44][CH:45]=[CH:46][CH:47]=3)[C:41]2=[O:43])[CH2:12][CH2:13]1)=[O:7])([CH3:2])([CH3:3])[CH3:4], predict the reactants needed to synthesize it. The reactants are: [C:1]([O:5][C:6]([N:8]1[CH2:13][CH2:12][CH:11]([CH2:14][CH2:15][CH2:16][CH2:17]O)[CH2:10][CH2:9]1)=[O:7])([CH3:4])([CH3:3])[CH3:2].C1(P(C2C=CC=CC=2)C2C=CC=CC=2)C=CC=CC=1.[C:38]1(=[O:48])[NH:42][C:41](=[O:43])[C:40]2=[CH:44][CH:45]=[CH:46][CH:47]=[C:39]12.C(OC(N=NC(OCC)=O)=O)C. (10) Given the product [C:1]([N:5]1[CH2:9][C@@H:8]([C:10]2[CH:15]=[CH:14][CH:13]=[CH:12][CH:11]=2)[N:7]([CH:16]2[CH2:21][CH2:20][N:19]([CH2:24][C:25]3[CH:26]=[CH:27][C:28]([O:31][C:32]4[CH:39]=[CH:38][C:35]([C:36]#[N:37])=[CH:34][CH:33]=4)=[N:29][CH:30]=3)[CH2:18][CH2:17]2)[C:6]1=[O:22])([CH3:4])([CH3:2])[CH3:3], predict the reactants needed to synthesize it. The reactants are: [C:1]([N:5]1[CH2:9][C@@H:8]([C:10]2[CH:15]=[CH:14][CH:13]=[CH:12][CH:11]=2)[N:7]([CH:16]2[CH2:21][CH2:20][NH:19][CH2:18][CH2:17]2)[C:6]1=[O:22])([CH3:4])([CH3:3])[CH3:2].Br[CH2:24][C:25]1[CH:26]=[CH:27][C:28]([O:31][C:32]2[CH:39]=[CH:38][C:35]([C:36]#[N:37])=[CH:34][CH:33]=2)=[N:29][CH:30]=1.C(N(CC)C(C)C)(C)C.